Dataset: Reaction yield outcomes from USPTO patents with 853,638 reactions. Task: Predict the reaction yield, written as a fraction of the theoretical maximum amount of product (1.0 means a 100% yield; for example, 0.34 means a 34% yield). (1) The reactants are CO[C:3]1[CH:8]=C[C:6]([NH2:9])=[CH:5][CH:4]=1.[C:10](=[O:13])([O-])[O-].[K+].[K+].[C:16](Cl)(=[O:23])[C:17]1[CH:22]=[CH:21][CH:20]=[CH:19][CH:18]=1.[CH3:25]CCCCC. The catalyst is ClCCl.C(OCC)(=O)C. The product is [CH3:25][O:13][C:10]1[CH:8]=[CH:3][CH:4]=[CH:5][C:6]=1[NH:9][C:16](=[O:23])[C:17]1[CH:22]=[CH:21][CH:20]=[CH:19][CH:18]=1. The yield is 0.970. (2) The yield is 0.210. The reactants are [CH3:1][S:2]([C:5]1[CH:10]=[CH:9][C:8]([C:11]2[CH:16]=[CH:15][C:14]([OH:17])=[CH:13][CH:12]=2)=[CH:7][CH:6]=1)(=[O:4])=[O:3].[CH3:18][C:19]1[N:23]=[C:22]([N:24]2[CH2:29][CH2:28][CH:27]([CH2:30]O)[CH2:26][CH2:25]2)[O:21][N:20]=1.C1C=CC(P(C2C=CC=CC=2)C2C=CC=CC=2)=CC=1.N(C(OC(C)C)=O)=NC(OC(C)C)=O. The catalyst is C1COCC1. The product is [CH3:18][C:19]1[N:23]=[C:22]([N:24]2[CH2:25][CH2:26][CH:27]([CH2:30][O:17][C:14]3[CH:15]=[CH:16][C:11]([C:8]4[CH:7]=[CH:6][C:5]([S:2]([CH3:1])(=[O:3])=[O:4])=[CH:10][CH:9]=4)=[CH:12][CH:13]=3)[CH2:28][CH2:29]2)[O:21][N:20]=1. (3) The reactants are [N:1]1[CH:6]=[CH:5][N:4]=[CH:3][C:2]=1[NH2:7].Cl[CH:9]([C:15](=O)[CH3:16])[C:10]([O:12][CH2:13][CH3:14])=[O:11].Cl. The catalyst is C(O)C.CCOCC. The product is [CH2:13]([O:12][C:10]([C:9]1[N:1]2[CH:6]=[CH:5][N:4]=[CH:3][C:2]2=[N:7][C:15]=1[CH3:16])=[O:11])[CH3:14]. The yield is 0.580.